From a dataset of Aqueous solubility values for 9,982 compounds from the AqSolDB database. Regression/Classification. Given a drug SMILES string, predict its absorption, distribution, metabolism, or excretion properties. Task type varies by dataset: regression for continuous measurements (e.g., permeability, clearance, half-life) or binary classification for categorical outcomes (e.g., BBB penetration, CYP inhibition). For this dataset (solubility_aqsoldb), we predict Y. The compound is CCC(=O)[O-].[Na+]. The Y is 0.716 log mol/L.